Dataset: Catalyst prediction with 721,799 reactions and 888 catalyst types from USPTO. Task: Predict which catalyst facilitates the given reaction. (1) Reactant: CN(C(ON1N=NC2C=CC=NC1=2)=[N+](C)C)C.F[P-](F)(F)(F)(F)F.[F:25][C:26]1[CH:27]=[C:28]([NH:36][C:37]([C@H:39]2[C:48]3[C:43](=[CH:44][C:45]([O:49][CH3:50])=[CH:46][CH:47]=3)[CH2:42][CH2:41][NH:40]2)=[O:38])[CH:29]=[CH:30][C:31]=1[Si:32]([CH3:35])([CH3:34])[CH3:33].CCN(C(C)C)C(C)C.[C:60]([O:64][C:65](=[O:74])[CH2:66][C@H:67]1[CH2:70][C@H:69]([C:71](O)=[O:72])[CH2:68]1)([CH3:63])([CH3:62])[CH3:61]. Product: [F:25][C:26]1[CH:27]=[C:28]([NH:36][C:37]([C@H:39]2[C:48]3[C:43](=[CH:44][C:45]([O:49][CH3:50])=[CH:46][CH:47]=3)[CH2:42][CH2:41][N:40]2[C:71]([C@H:69]2[CH2:68][C@H:67]([CH2:66][C:65]([O:64][C:60]([CH3:63])([CH3:62])[CH3:61])=[O:74])[CH2:70]2)=[O:72])=[O:38])[CH:29]=[CH:30][C:31]=1[Si:32]([CH3:33])([CH3:35])[CH3:34]. The catalyst class is: 18. (2) Reactant: ClC(OCC(C)C)=O.[C:9]([O:13][C:14]([N:16]1[CH2:21][CH2:20][CH:19]([NH:22][C:23]2[CH:24]=[C:25]([CH:29]=[C:30]([C:32]([F:35])([F:34])[F:33])[N:31]=2)[C:26](O)=[O:27])[CH2:18][CH2:17]1)=[O:15])([CH3:12])([CH3:11])[CH3:10].C(N(CC)CC)C.[BH4-].[Na+]. Product: [OH:27][CH2:26][C:25]1[CH:29]=[C:30]([C:32]([F:35])([F:33])[F:34])[N:31]=[C:23]([NH:22][CH:19]2[CH2:20][CH2:21][N:16]([C:14]([O:13][C:9]([CH3:12])([CH3:11])[CH3:10])=[O:15])[CH2:17][CH2:18]2)[CH:24]=1. The catalyst class is: 30. (3) Reactant: [CH3:1][O:2][C:3]1[C:8]([O:9][CH3:10])=[CH:7][CH:6]=[CH:5][N:4]=1.C([O-])(O)=O.[Na+].[Br:16]Br. Product: [Br:16][C:6]1[CH:7]=[C:8]([O:9][CH3:10])[C:3]([O:2][CH3:1])=[N:4][CH:5]=1. The catalyst class is: 2.